Dataset: Forward reaction prediction with 1.9M reactions from USPTO patents (1976-2016). Task: Predict the product of the given reaction. (1) Given the reactants [N:1]1([C:7]2[N:12]3[N:13]=[C:14]([NH2:16])[N:15]=[C:11]3[CH:10]=[CH:9][CH:8]=2)[CH2:6][CH2:5][O:4][CH2:3][CH2:2]1.Br[C:18]1[CH:23]=[CH:22][C:21]([N:24]2[CH:28]=[C:27]([CH3:29])[N:26]=[CH:25]2)=[C:20]([O:30][CH3:31])[CH:19]=1.C(Cl)Cl, predict the reaction product. The product is: [CH3:31][O:30][C:20]1[CH:19]=[C:18]([NH:16][C:14]2[N:15]=[C:11]3[CH:10]=[CH:9][CH:8]=[C:7]([N:1]4[CH2:6][CH2:5][O:4][CH2:3][CH2:2]4)[N:12]3[N:13]=2)[CH:23]=[CH:22][C:21]=1[N:24]1[CH:28]=[C:27]([CH3:29])[N:26]=[CH:25]1. (2) Given the reactants C[O:2][C:3](=[O:30])[C:4]1[CH:9]=[C:8]([Cl:10])[CH:7]=[CH:6][C:5]=1[O:11][CH2:12][CH2:13][CH2:14][N:15]1[CH2:21][CH2:20][CH2:19][O:18][CH:17]([CH2:22][C:23]2[CH:28]=[CH:27][C:26]([F:29])=[CH:25][CH:24]=2)[CH2:16]1.[Li+].[OH-], predict the reaction product. The product is: [Cl:10][C:8]1[CH:7]=[CH:6][C:5]([O:11][CH2:12][CH2:13][CH2:14][N:15]2[CH2:21][CH2:20][CH2:19][O:18][CH:17]([CH2:22][C:23]3[CH:24]=[CH:25][C:26]([F:29])=[CH:27][CH:28]=3)[CH2:16]2)=[C:4]([CH:9]=1)[C:3]([OH:30])=[O:2].